From a dataset of NCI-60 drug combinations with 297,098 pairs across 59 cell lines. Regression. Given two drug SMILES strings and cell line genomic features, predict the synergy score measuring deviation from expected non-interaction effect. (1) Drug 1: CC1CCC2CC(C(=CC=CC=CC(CC(C(=O)C(C(C(=CC(C(=O)CC(OC(=O)C3CCCCN3C(=O)C(=O)C1(O2)O)C(C)CC4CCC(C(C4)OC)O)C)C)O)OC)C)C)C)OC. Drug 2: C1=CN(C=N1)CC(O)(P(=O)(O)O)P(=O)(O)O. Cell line: RXF 393. Synergy scores: CSS=12.0, Synergy_ZIP=-4.78, Synergy_Bliss=-2.84, Synergy_Loewe=-6.82, Synergy_HSA=-0.421. (2) Drug 1: C(CC(=O)O)C(=O)CN.Cl. Drug 2: C(CN)CNCCSP(=O)(O)O. Cell line: OVCAR-8. Synergy scores: CSS=1.75, Synergy_ZIP=-0.0363, Synergy_Bliss=1.48, Synergy_Loewe=-0.0270, Synergy_HSA=0.380. (3) Drug 1: CC1=CC2C(CCC3(C2CCC3(C(=O)C)OC(=O)C)C)C4(C1=CC(=O)CC4)C. Drug 2: COCCOC1=C(C=C2C(=C1)C(=NC=N2)NC3=CC=CC(=C3)C#C)OCCOC.Cl. Cell line: HOP-92. Synergy scores: CSS=-4.56, Synergy_ZIP=2.56, Synergy_Bliss=-3.00, Synergy_Loewe=-15.6, Synergy_HSA=-11.4. (4) Drug 1: C1=NC2=C(N1)C(=S)N=C(N2)N. Drug 2: CC1=C(N=C(N=C1N)C(CC(=O)N)NCC(C(=O)N)N)C(=O)NC(C(C2=CN=CN2)OC3C(C(C(C(O3)CO)O)O)OC4C(C(C(C(O4)CO)O)OC(=O)N)O)C(=O)NC(C)C(C(C)C(=O)NC(C(C)O)C(=O)NCCC5=NC(=CS5)C6=NC(=CS6)C(=O)NCCC[S+](C)C)O. Cell line: MDA-MB-231. Synergy scores: CSS=14.2, Synergy_ZIP=-10.0, Synergy_Bliss=-6.52, Synergy_Loewe=-9.15, Synergy_HSA=-5.15. (5) Drug 1: CC1=C(C(=O)C2=C(C1=O)N3CC4C(C3(C2COC(=O)N)OC)N4)N. Drug 2: CC1C(C(CC(O1)OC2CC(CC3=C2C(=C4C(=C3O)C(=O)C5=CC=CC=C5C4=O)O)(C(=O)C)O)N)O. Cell line: UACC-257. Synergy scores: CSS=52.0, Synergy_ZIP=-5.92, Synergy_Bliss=-2.93, Synergy_Loewe=0.362, Synergy_HSA=1.94. (6) Drug 2: CCCCC(=O)OCC(=O)C1(CC(C2=C(C1)C(=C3C(=C2O)C(=O)C4=C(C3=O)C=CC=C4OC)O)OC5CC(C(C(O5)C)O)NC(=O)C(F)(F)F)O. Drug 1: CC1=C(C=C(C=C1)C(=O)NC2=CC(=CC(=C2)C(F)(F)F)N3C=C(N=C3)C)NC4=NC=CC(=N4)C5=CN=CC=C5. Cell line: 786-0. Synergy scores: CSS=15.2, Synergy_ZIP=1.93, Synergy_Bliss=2.41, Synergy_Loewe=0.102, Synergy_HSA=1.28. (7) Drug 1: C1CCC(CC1)NC(=O)N(CCCl)N=O. Drug 2: COC1=NC(=NC2=C1N=CN2C3C(C(C(O3)CO)O)O)N. Cell line: SNB-75. Synergy scores: CSS=16.6, Synergy_ZIP=-1.08, Synergy_Bliss=3.82, Synergy_Loewe=-3.51, Synergy_HSA=4.26.